From a dataset of Full USPTO retrosynthesis dataset with 1.9M reactions from patents (1976-2016). Predict the reactants needed to synthesize the given product. (1) Given the product [ClH:13].[NH2:2][CH2:1][C:3]1[CH:11]=[CH:10][C:6]([C:7]([OH:9])=[O:8])=[CH:5][N:4]=1, predict the reactants needed to synthesize it. The reactants are: [C:1]([C:3]1[CH:11]=[CH:10][C:6]([C:7]([OH:9])=[O:8])=[CH:5][N:4]=1)#[N:2].C(Cl)(Cl)[Cl:13].[H][H]. (2) Given the product [O:65]=[C:64]1[N:51]2[CH:50]=[CH:49][C:48]3[C:47](=[O:74])[C:46]([C:2]4[CH:3]=[CH:4][C:5]([C:8]5([NH:12][S:13]([C:15]([CH3:18])([CH3:17])[CH3:16])=[O:14])[CH2:11][CH2:10][CH2:9]5)=[N:6][CH:7]=4)=[C:55]([C:56]4[CH:61]=[CH:60][CH:59]=[CH:58][CH:57]=4)[O:54][C:53]=3[C:52]2=[N:62][N:63]1[CH2:66][O:67][CH2:68][CH2:69][Si:70]([CH3:73])([CH3:72])[CH3:71], predict the reactants needed to synthesize it. The reactants are: Br[C:2]1[CH:3]=[CH:4][C:5]([C:8]2([NH:12][S:13]([C:15]([CH3:18])([CH3:17])[CH3:16])=[O:14])[CH2:11][CH2:10][CH2:9]2)=[N:6][CH:7]=1.B1(B2OC(C)(C)C(C)(C)O2)OC(C)(C)C(C)(C)O1.C(Cl)Cl.C([O-])(=O)C.[K+].I[C:46]1[C:47](=[O:74])[C:48]2[CH:49]=[CH:50][N:51]3[C:64](=[O:65])[N:63]([CH2:66][O:67][CH2:68][CH2:69][Si:70]([CH3:73])([CH3:72])[CH3:71])[N:62]=[C:52]3[C:53]=2[O:54][C:55]=1[C:56]1[CH:61]=[CH:60][CH:59]=[CH:58][CH:57]=1.C(=O)([O-])[O-].[Na+].[Na+]. (3) Given the product [C:21]([O:20][C:18]([N:16]1[CH2:17][C@H:13]([O:12][C:9]2[C:10]3[C:5](=[CH:4][C:3]([O:28][CH3:29])=[C:2]([CH:30]=[CH2:31])[CH:11]=3)[CH:6]=[CH:7][N:8]=2)[CH2:14][C@H:15]1[C:25]([OH:27])=[O:26])=[O:19])([CH3:22])([CH3:24])[CH3:23], predict the reactants needed to synthesize it. The reactants are: Br[C:2]1[CH:11]=[C:10]2[C:5]([CH:6]=[CH:7][N:8]=[C:9]2[O:12][C@H:13]2[CH2:17][N:16]([C:18]([O:20][C:21]([CH3:24])([CH3:23])[CH3:22])=[O:19])[C@H:15]([C:25]([OH:27])=[O:26])[CH2:14]2)=[CH:4][C:3]=1[O:28][CH3:29].[CH:30]([B-](F)(F)F)=[CH2:31].[K+].CCOC(C)=O.O. (4) Given the product [Br:1][C:2]1[CH:10]=[CH:9][C:5]([C:6]([N:49]2[CH2:50][CH2:51][C:46]([F:52])([F:45])[CH2:47][CH2:48]2)=[O:8])=[C:4]([CH3:11])[CH:3]=1, predict the reactants needed to synthesize it. The reactants are: [Br:1][C:2]1[CH:10]=[CH:9][C:5]([C:6]([OH:8])=O)=[C:4]([CH3:11])[CH:3]=1.CN(C(ON1N=NC2C=CC=NC1=2)=[N+](C)C)C.F[P-](F)(F)(F)(F)F.CCN(C(C)C)C(C)C.[F:45][C:46]1([F:52])[CH2:51][CH2:50][NH:49][CH2:48][CH2:47]1. (5) Given the product [CH3:1][O:2][C:3]1[CH:4]=[C:5]2[C:6]([C:10](=[O:15])[CH:11]=[C:12]([CH3:14])[S:9]2)=[CH:7][CH:8]=1, predict the reactants needed to synthesize it. The reactants are: [CH3:1][O:2][C:3]1[CH:4]=[C:5]([SH:9])[CH:6]=[CH:7][CH:8]=1.[C:10](OCC)(=[O:15])[CH2:11][C:12]([CH3:14])=O. (6) The reactants are: C(OC([N:8]1[CH2:12][CH2:11][C@@H:10]([C:13]2[N:14]=[N:15][NH:16][N:17]=2)[CH2:9]1)=O)(C)(C)C.Cl.O1CCOCC1. Given the product [NH:8]1[CH2:12][CH2:11][C@@H:10]([C:13]2[N:14]=[N:15][NH:16][N:17]=2)[CH2:9]1, predict the reactants needed to synthesize it. (7) Given the product [Cl:1][C:2]1[CH:7]=[CH:6][C:5]([N:8]2[C:9]([C:10]([F:13])([F:12])[F:11])=[N:17][N:16]=[N:15]2)=[CH:4][CH:3]=1, predict the reactants needed to synthesize it. The reactants are: [Cl:1][C:2]1[CH:7]=[CH:6][C:5]([N:8]=[C:9](Cl)[C:10]([F:13])([F:12])[F:11])=[CH:4][CH:3]=1.[N-:15]=[N+:16]=[N-:17].[Na+].Cl.C(N(CC)CC)C.